From a dataset of NCI-60 drug combinations with 297,098 pairs across 59 cell lines. Regression. Given two drug SMILES strings and cell line genomic features, predict the synergy score measuring deviation from expected non-interaction effect. (1) Drug 1: C1C(C(OC1N2C=NC3=C(N=C(N=C32)Cl)N)CO)O. Drug 2: CC(C)CN1C=NC2=C1C3=CC=CC=C3N=C2N. Cell line: NCIH23. Synergy scores: CSS=46.9, Synergy_ZIP=3.32, Synergy_Bliss=-3.47, Synergy_Loewe=-6.85, Synergy_HSA=-4.61. (2) Drug 1: C1C(C(OC1N2C=C(C(=O)NC2=O)F)CO)O. Drug 2: C1CN(CCN1C(=O)CCBr)C(=O)CCBr. Cell line: ACHN. Synergy scores: CSS=61.9, Synergy_ZIP=-2.39, Synergy_Bliss=-2.46, Synergy_Loewe=-0.905, Synergy_HSA=0.930. (3) Drug 1: C1CN1C2=NC(=NC(=N2)N3CC3)N4CC4. Drug 2: C1=NC2=C(N1)C(=S)N=CN2. Cell line: NCI/ADR-RES. Synergy scores: CSS=34.4, Synergy_ZIP=-3.47, Synergy_Bliss=-4.48, Synergy_Loewe=-1.81, Synergy_HSA=1.29. (4) Cell line: CAKI-1. Drug 1: C1CN1C2=NC(=NC(=N2)N3CC3)N4CC4. Drug 2: C(=O)(N)NO. Synergy scores: CSS=26.6, Synergy_ZIP=-10.2, Synergy_Bliss=-5.20, Synergy_Loewe=-23.8, Synergy_HSA=-4.18.